The task is: Predict which catalyst facilitates the given reaction.. This data is from Catalyst prediction with 721,799 reactions and 888 catalyst types from USPTO. Reactant: [CH3:1][O:2][CH2:3][CH2:4][CH2:5][N:6]1[C:14]2[C:9](=[CH:10][CH:11]=[C:12]([CH2:15][C@H:16]([CH:19]([CH3:21])[CH3:20])[CH2:17]O)[CH:13]=2)[CH:8]=[N:7]1.C1C=CC(P(C2C=CC=CC=2)C2C=CC=CC=2)=CC=1.C1C(=O)N([Br:48])C(=O)C1. Product: [Br:48][CH2:17][C@@H:16]([CH:19]([CH3:21])[CH3:20])[CH2:15][C:12]1[CH:13]=[C:14]2[C:9]([CH:8]=[N:7][N:6]2[CH2:5][CH2:4][CH2:3][O:2][CH3:1])=[CH:10][CH:11]=1. The catalyst class is: 2.